The task is: Predict the product of the given reaction.. This data is from Forward reaction prediction with 1.9M reactions from USPTO patents (1976-2016). Given the reactants [Cl:1][C:2]1[C:7]([Cl:8])=[C:6]([C:9]([OH:18])([C:14]([F:17])([F:16])[F:15])[C:10]([F:13])([F:12])[F:11])[CH:5]=[CH:4][C:3]=1[C:19]1[S:23][C:22]([C:24]([O:26]CC)=[O:25])=[N:21][C:20]=1[C:29]([N:31]1[CH2:36][CH2:35][CH:34]([F:37])[CH2:33][CH2:32]1)=[O:30].[Li+:38].[OH-], predict the reaction product. The product is: [Cl:1][C:2]1[C:7]([Cl:8])=[C:6]([C:9]([OH:18])([C:14]([F:17])([F:16])[F:15])[C:10]([F:11])([F:12])[F:13])[CH:5]=[CH:4][C:3]=1[C:19]1[S:23][C:22]([C:24]([O-:26])=[O:25])=[N:21][C:20]=1[C:29]([N:31]1[CH2:36][CH2:35][CH:34]([F:37])[CH2:33][CH2:32]1)=[O:30].[Li+:38].